From a dataset of Forward reaction prediction with 1.9M reactions from USPTO patents (1976-2016). Predict the product of the given reaction. (1) Given the reactants [C:1]1([C:7]#[C:8][C:9]2[S:13][C:12]([CH:14]=[O:15])=[CH:11][CH:10]=2)[CH:6]=[CH:5][CH:4]=[CH:3][CH:2]=1.C1(C#CC2C=C(C=O)SC=2)C=CC=CC=1.C(C1C=C(C=O)SC=1)CC1C=CC=CC=1, predict the reaction product. The product is: [CH2:8]([C:9]1[S:13][C:12]([CH:14]=[O:15])=[CH:11][CH:10]=1)[CH2:7][C:1]1[CH:2]=[CH:3][CH:4]=[CH:5][CH:6]=1. (2) Given the reactants [I:1]NC(=O)CCC(N)=O.[CH3:10][O:11][C:12]([C:14]1[CH:15]=[CH:16][C:17]2[N:18]([CH:20]=[CH:21][N:22]=2)[CH:19]=1)=[O:13], predict the reaction product. The product is: [CH3:10][O:11][C:12]([C:14]1[CH:15]=[CH:16][C:17]2[N:18]([C:20]([I:1])=[CH:21][N:22]=2)[CH:19]=1)=[O:13]. (3) Given the reactants [NH2:1][C@H:2]([C:12]1[C:17]([C:18]2[CH:19]=[CH:20][CH:21]=[C:22]3[C:26]=2[N:25]([CH3:27])[N:24]=[C:23]3[NH:28][S:29]([CH3:32])(=[O:31])=[O:30])=[CH:16][CH:15]=[C:14]([C:33]#[C:34][C:35]([OH:38])([CH3:37])[CH3:36])[N:13]=1)[CH2:3][C:4]1[CH:9]=[C:8]([F:10])[CH:7]=[C:6]([F:11])[CH:5]=1.C(N(CC)CC)C.[F:46][C:47]([F:64])([F:63])[C:48]1[C:49]2[C@H:59]3[CH2:60][C@H:58]3[C:57]([F:62])([F:61])[C:50]=2[N:51]([CH2:53][C:54](O)=[O:55])[N:52]=1.CN(C(ON1N=NC2C=CC=NC1=2)=[N+](C)C)C.F[P-](F)(F)(F)(F)F, predict the reaction product. The product is: [F:62][C:57]1([F:61])[C:50]2[N:51]([CH2:53][C:54]([NH:1][C@H:2]([C:12]3[C:17]([C:18]4[CH:19]=[CH:20][CH:21]=[C:22]5[C:26]=4[N:25]([CH3:27])[N:24]=[C:23]5[NH:28][S:29]([CH3:32])(=[O:31])=[O:30])=[CH:16][CH:15]=[C:14]([C:33]#[C:34][C:35]([OH:38])([CH3:36])[CH3:37])[N:13]=3)[CH2:3][C:4]3[CH:5]=[C:6]([F:11])[CH:7]=[C:8]([F:10])[CH:9]=3)=[O:55])[N:52]=[C:48]([C:47]([F:64])([F:63])[F:46])[C:49]=2[C@H:59]2[CH2:60][C@@H:58]12. (4) Given the reactants [CH2:1]([O:3][C:4]([C:6]1([CH3:27])[CH2:11][CH2:10][N:9]([C:12]2[CH2:26][C:15]3([CH2:18][N:17]([C:19](OC(C)(C)C)=O)[CH2:16]3)[O:14][N:13]=2)[CH2:8][CH2:7]1)=[O:5])[CH3:2].[Cl:28][C:29]1[CH:30]=[C:31]([CH:34]=[C:35]([O:43][CH2:44][CH3:45])[C:36]=1[O:37][CH:38]1[CH2:42][CH2:41][CH2:40][CH2:39]1)C=O, predict the reaction product. The product is: [Cl:28][C:29]1[CH:30]=[C:31]([CH:34]=[C:35]([O:43][CH2:44][CH3:45])[C:36]=1[O:37][CH:38]1[CH2:42][CH2:41][CH2:40][CH2:39]1)[CH2:19][N:17]1[CH2:16][C:15]2([CH2:26][C:12]([N:9]3[CH2:10][CH2:11][C:6]([CH3:27])([C:4]([O:3][CH2:1][CH3:2])=[O:5])[CH2:7][CH2:8]3)=[N:13][O:14]2)[CH2:18]1. (5) The product is: [OH:1][C:2]1([C:11]2[S:15][C:14]3[CH:16]=[CH:17][CH:18]=[CH:19][C:13]=3[C:12]=2[CH3:20])[CH2:3][CH2:4][NH:5][CH2:6][CH2:7]1. Given the reactants [OH:1][C:2]1([C:11]2[S:15][C:14]3[CH:16]=[CH:17][CH:18]=[CH:19][C:13]=3[C:12]=2[CH3:20])[CH2:7][CH2:6][N:5](CC=C)[CH2:4][CH2:3]1, predict the reaction product. (6) Given the reactants [CH2:1]([N:3]1[C:8](=[O:9])[C:7]([NH:10][C:11]2[CH:12]=[N:13][CH:14]=[CH:15][CH:16]=2)=[C:6]([C:17]([O:19][CH2:20][C:21]([O:23]CC2C=CC=CC=2)=[O:22])=[O:18])[C:5]([C:31]2[CH:36]=[CH:35][CH:34]=[CH:33][CH:32]=2)=[N:4]1)[CH3:2], predict the reaction product. The product is: [CH2:1]([N:3]1[C:8](=[O:9])[C:7]([NH:10][C:11]2[CH:12]=[N:13][CH:14]=[CH:15][CH:16]=2)=[C:6]([C:17]([O:19][CH2:20][C:21]([OH:23])=[O:22])=[O:18])[C:5]([C:31]2[CH:32]=[CH:33][CH:34]=[CH:35][CH:36]=2)=[N:4]1)[CH3:2]. (7) Given the reactants C([N:8]([C:16]([C:29]1[CH:34]=[CH:33][CH:32]=[CH:31][CH:30]=1)(C1C=CC=CC=1)C1C=CC=CC=1)[C:9](=[O:15])[C@@H:10]([CH2:12][O:13][CH3:14])[NH2:11])C1C=CC=CC=1.C(NC(=O)[C@H:44](N)[CH2:45][O:46]C)C1C=CC=CC=1.Cl.C(OC(=O)C)(=O)C, predict the reaction product. The product is: [CH3:44][C:45]([NH:11][C@@H:10]([C:9]([NH:8][CH2:16][C:29]1[CH:30]=[CH:31][CH:32]=[CH:33][CH:34]=1)=[O:15])[CH2:12][O:13][CH3:14])=[O:46]. (8) The product is: [S:3]1[CH:7]=[CH:6][C:5]2[CH:8]=[C:9]([C:12]3[N:13]4[CH2:21][CH2:20][N:19]=[C:14]4[S:15][C:16]=3[CH2:17][OH:18])[CH:10]=[CH:11][C:4]1=2. Given the reactants [BH4-].[Na+].[S:3]1[CH:7]=[CH:6][C:5]2[CH:8]=[C:9]([C:12]3[N:13]4[CH2:21][CH2:20][N:19]=[C:14]4[S:15][C:16]=3[CH:17]=[O:18])[CH:10]=[CH:11][C:4]1=2.O, predict the reaction product. (9) Given the reactants [CH3:1][O:2][C:3](=[O:15])[C@H:4]([NH:7][C:8]([O:10][C:11]([CH3:14])([CH3:13])[CH3:12])=[O:9])[CH2:5]I.Br[C:17]1[S:18][CH:19]=[CH:20][N:21]=1, predict the reaction product. The product is: [CH3:1][O:2][C:3](=[O:15])[C@@H:4]([NH:7][C:8]([O:10][C:11]([CH3:14])([CH3:13])[CH3:12])=[O:9])[CH2:5][C:17]1[S:18][CH:19]=[CH:20][N:21]=1. (10) Given the reactants Cl[C:2]1[C:3]2[CH:14]=[C:13]([Cl:15])[CH:12]=[CH:11][C:4]=2[N:5]([CH3:10])[C:6](=[O:9])[CH2:7][N:8]=1.[OH-].[Cs+].[CH3:18][O:19][C:20]1[CH:42]=[CH:41][C:23]([CH2:24][O:25][C:26]2[CH:31]=[CH:30][C:29](B3OC(C)(C)C(C)(C)O3)=[CH:28][CH:27]=2)=[CH:22][CH:21]=1, predict the reaction product. The product is: [Cl:15][C:13]1[CH:12]=[CH:11][C:4]2[N:5]([CH3:10])[C:6](=[O:9])[CH2:7][N:8]=[C:2]([C:29]3[CH:28]=[CH:27][C:26]([O:25][CH2:24][C:23]4[CH:22]=[CH:21][C:20]([O:19][CH3:18])=[CH:42][CH:41]=4)=[CH:31][CH:30]=3)[C:3]=2[CH:14]=1.